From a dataset of Catalyst prediction with 721,799 reactions and 888 catalyst types from USPTO. Predict which catalyst facilitates the given reaction. (1) Reactant: C[O:2][C:3](=[O:42])[C:4]1[CH:9]=[CH:8][C:7]([CH2:10][NH:11][C:12]([N:14]2[CH2:18][C@@H:17]([CH2:19][C:20]([CH3:23])([CH3:22])[CH3:21])[C@@:16]([C:26]3[CH:31]=[CH:30][C:29]([Cl:32])=[CH:28][C:27]=3[F:33])([C:24]#[N:25])[C@H:15]2[C:34]2[CH:39]=[CH:38][CH:37]=[C:36]([Cl:40])[C:35]=2[Cl:41])=[O:13])=[CH:6][CH:5]=1.[Li+].[OH-]. Product: [Cl:32][C:29]1[CH:30]=[CH:31][C:26]([C@@:16]2([C:24]#[N:25])[C@H:17]([CH2:19][C:20]([CH3:23])([CH3:21])[CH3:22])[CH2:18][N:14]([C:12]([NH:11][CH2:10][C:7]3[CH:8]=[CH:9][C:4]([C:3]([OH:42])=[O:2])=[CH:5][CH:6]=3)=[O:13])[C@@H:15]2[C:34]2[CH:39]=[CH:38][CH:37]=[C:36]([Cl:40])[C:35]=2[Cl:41])=[C:27]([F:33])[CH:28]=1. The catalyst class is: 36. (2) Product: [CH3:1][NH:2][S:3]([C:6]1[CH:11]=[CH:10][CH:9]=[C:8]([NH2:12])[CH:7]=1)(=[O:4])=[O:5]. The catalyst class is: 515. Reactant: [CH3:1][NH:2][S:3]([C:6]1[CH:11]=[CH:10][CH:9]=[C:8]([N+:12]([O-])=O)[CH:7]=1)(=[O:5])=[O:4]. (3) The catalyst class is: 164. Product: [N+:8]([C:5]1[N:6]=[CH:7][C:2]([N:11]2[CH2:15][CH2:14][CH2:13][C:12]2=[O:16])=[CH:3][CH:4]=1)([O-:10])=[O:9]. Reactant: Br[C:2]1[CH:3]=[CH:4][C:5]([N+:8]([O-:10])=[O:9])=[N:6][CH:7]=1.[NH:11]1[CH2:15][CH2:14][CH2:13][C:12]1=[O:16].C(=O)([O-])[O-].[Cs+].[Cs+].